Dataset: Experimentally validated miRNA-target interactions with 360,000+ pairs, plus equal number of negative samples. Task: Binary Classification. Given a miRNA mature sequence and a target amino acid sequence, predict their likelihood of interaction. (1) The miRNA is cel-miR-270 with sequence GGCAUGAUGUAGCAGUGGAG. The protein sequence of the target gene is MGVLKVWLGLALALAEFAVLPHHSEGACVYQDSLLADATIWKPDSCQSCRCHGDIVICKPAVCRNPQCAFEKGEVLQIAANQCCPECVLRTPGSCHHEKKIHEHGTEWASSPCSVCSCNHGEVRCTPQPCPPLSCGHQELAFIPEGSCCPVCVGLGKPCSYEGHVFQDGEDWRLSRCAKCLCRNGVAQCFTAQCQPLFCNQDETVVRVPGKCCPQCSARSCSAAGQVYEHGEQWSENACTTCICDRGEVRCHKQACLPLRCGKGQSRARRHGQCCEECVSPAGSCSYDGVVRYQDEMWKG.... Result: 0 (no interaction). (2) The miRNA is hsa-miR-573 with sequence CUGAAGUGAUGUGUAACUGAUCAG. The protein sequence of the target gene is MSASAPAAEGEGTPTQPASEKEPEMPGPREESEEEEDEDDEEEEEEEKEKSLIVEGKREKKKVERLTMQVSSLQREPFTIAQGKGQKLCEIERIHFFLSKKKTDELRNLHKLLYNRPGTVSSLKKNVGQFSGFPFEKGSVQYKKKEEMLKKFRNAMLKSICEVLDLERSGVNSELVKRILNFLMHPKPSGKPLPKSKKTCSKGSKKERNSSGMARKAKRTKCPEILSDESSSDEDEKKNKEESSDDEDKESEEEPPKKTAKREKPKQKATSKSKKSVKSANVKKADSSTTKKNQNSSKKE.... Result: 0 (no interaction).